From a dataset of Peptide-MHC class I binding affinity with 185,985 pairs from IEDB/IMGT. Regression. Given a peptide amino acid sequence and an MHC pseudo amino acid sequence, predict their binding affinity value. This is MHC class I binding data. (1) The peptide sequence is PHDPDFLVL. The MHC is HLA-A02:16 with pseudo-sequence HLA-A02:16. The binding affinity (normalized) is 0.0847. (2) The peptide sequence is FIKDGSSTY. The MHC is HLA-B46:01 with pseudo-sequence HLA-B46:01. The binding affinity (normalized) is 0.530. (3) The peptide sequence is DDALFIYGY. The MHC is HLA-A69:01 with pseudo-sequence HLA-A69:01. The binding affinity (normalized) is 0.0847. (4) The peptide sequence is SINNQLMYDI. The MHC is HLA-A68:02 with pseudo-sequence HLA-A68:02. The binding affinity (normalized) is 0.189.